This data is from Full USPTO retrosynthesis dataset with 1.9M reactions from patents (1976-2016). The task is: Predict the reactants needed to synthesize the given product. Given the product [F:21][CH:20]([F:22])[O:10][C:6]1[CH:7]=[CH:8][CH:9]=[C:2]([F:1])[C:3]=1[C:4]#[N:5], predict the reactants needed to synthesize it. The reactants are: [F:1][C:2]1[CH:9]=[CH:8][CH:7]=[C:6]([OH:10])[C:3]=1[C:4]#[N:5].COCCOC.[OH-].[Na+].Cl[CH:20]([F:22])[F:21].